This data is from Peptide-MHC class I binding affinity with 185,985 pairs from IEDB/IMGT. The task is: Regression. Given a peptide amino acid sequence and an MHC pseudo amino acid sequence, predict their binding affinity value. This is MHC class I binding data. (1) The MHC is HLA-B58:01 with pseudo-sequence HLA-B58:01. The peptide sequence is KSYQIDLDF. The binding affinity (normalized) is 0.851. (2) The peptide sequence is KAVYNFATM. The MHC is H-2-Ld with pseudo-sequence H-2-Ld. The binding affinity (normalized) is 0.0217.